From a dataset of HIV replication inhibition screening data with 41,000+ compounds from the AIDS Antiviral Screen. Binary Classification. Given a drug SMILES string, predict its activity (active/inactive) in a high-throughput screening assay against a specified biological target. (1) The drug is CCCCCCC=CCCCCCCCCCc1cccc(OC)c1O. The result is 0 (inactive). (2) The molecule is O=C(N=C(Nc1ccccc1)SCCSC(=NC(=O)c1cccs1)Nc1ccccc1)c1cccs1. The result is 0 (inactive). (3) The drug is CCCC(=O)Sc1ccccc1C(=O)Nc1ccc(S(=O)(=O)NC(C)=O)cc1. The result is 1 (active). (4) The drug is c1ccc2c3nnc(c2c1)SCCSCCCSCCS3. The result is 0 (inactive). (5) The drug is CC1(C)C=CC(C)(C)c2c(NS(=O)(=O)c3ccccc3)ccc(NS(=O)(=O)c3ccccc3)c21. The result is 0 (inactive). (6) The drug is Cc1cc2c(C)c(-c3ccccc3)c(=O)oc2c(C#N)c1C. The result is 0 (inactive).